Dataset: Full USPTO retrosynthesis dataset with 1.9M reactions from patents (1976-2016). Task: Predict the reactants needed to synthesize the given product. (1) Given the product [Cl:8][C:9]1[N:17]=[C:16]2[C:12]([N:13]=[CH:14][N:15]2[CH2:18][CH3:19])=[C:11]([NH:20][C:21]2[CH:26]=[CH:25][C:24]([S:4]([Cl:3])(=[O:7])=[O:5])=[CH:23][CH:22]=2)[N:10]=1, predict the reactants needed to synthesize it. The reactants are: [OH-].[Na+].[Cl:3][S:4]([OH:7])(=O)=[O:5].[Cl:8][C:9]1[N:17]=[C:16]2[C:12]([N:13]=[CH:14][N:15]2[CH2:18][CH3:19])=[C:11]([NH:20][C:21]2[CH:26]=[CH:25][CH:24]=[CH:23][CH:22]=2)[N:10]=1. (2) Given the product [C:29]([O:28][C:26]([N:21]1[CH2:22][CH2:23][CH2:24][CH2:25][C@@H:20]1[CH2:19][NH:18][C:8]1[CH:9]=[CH:10][C:5]([C:4]([N:3]([CH2:16][CH3:17])[CH2:1][CH3:2])=[O:15])=[CH:6][C:7]=1[N+:12]([O-:14])=[O:13])=[O:27])([CH3:32])([CH3:31])[CH3:30], predict the reactants needed to synthesize it. The reactants are: [CH2:1]([N:3]([CH2:16][CH3:17])[C:4](=[O:15])[C:5]1[CH:10]=[CH:9][C:8](F)=[C:7]([N+:12]([O-:14])=[O:13])[CH:6]=1)[CH3:2].[NH2:18][CH2:19][C@H:20]1[CH2:25][CH2:24][CH2:23][CH2:22][N:21]1[C:26]([O:28][C:29]([CH3:32])([CH3:31])[CH3:30])=[O:27]. (3) Given the product [C:16]([C:2]1[N:3]=[N:4][C:5]([C:9]2[CH:14]=[CH:13][CH:12]=[CH:11][CH:10]=2)=[CH:6][C:7]=1[CH3:8])#[N:15], predict the reactants needed to synthesize it. The reactants are: Cl[C:2]1[N:3]=[N:4][C:5]([C:9]2[CH:14]=[CH:13][CH:12]=[CH:11][CH:10]=2)=[CH:6][C:7]=1[CH3:8].[N:15]1C=CC=C[CH:16]=1. (4) Given the product [CH3:36][C:35]([C:25]1[CH:24]=[C:23]([NH:22][C:20]([NH:19][C:12]2[C:13]3[C:18](=[CH:17][CH:16]=[CH:15][CH:14]=3)[C:9]([O:8][C:6]3[CH:5]=[CH:4][N:3]=[C:2]([NH:40][C:41]4[CH:49]=[C:48]5[C:44]([CH2:45][C:46](=[O:50])[NH:47]5)=[CH:43][CH:42]=4)[N:7]=3)=[CH:10][CH:11]=2)=[O:21])[N:27]([C:28]2[CH:33]=[CH:32][C:31]([CH3:34])=[CH:30][CH:29]=2)[N:26]=1)([C:37]#[CH:38])[CH3:39], predict the reactants needed to synthesize it. The reactants are: Cl[C:2]1[N:7]=[C:6]([O:8][C:9]2[C:18]3[C:13](=[CH:14][CH:15]=[CH:16][CH:17]=3)[C:12]([NH:19][C:20]([NH:22][C:23]3[N:27]([C:28]4[CH:33]=[CH:32][C:31]([CH3:34])=[CH:30][CH:29]=4)[N:26]=[C:25]([C:35]([CH3:39])([C:37]#[CH:38])[CH3:36])[CH:24]=3)=[O:21])=[CH:11][CH:10]=2)[CH:5]=[CH:4][N:3]=1.[NH2:40][C:41]1[CH:49]=[C:48]2[C:44]([CH2:45][C:46](=[O:50])[NH:47]2)=[CH:43][CH:42]=1.